Task: Predict the product of the given reaction.. Dataset: Forward reaction prediction with 1.9M reactions from USPTO patents (1976-2016) (1) Given the reactants [C:1]([C:5]1[CH:30]=[CH:29][C:8]([O:9][C:10]2[CH:11]=[C:12]3[C:17](=[CH:18][CH:19]=2)[C:16]([CH2:20][CH:21]2[CH2:25][CH2:24][CH2:23][CH2:22]2)=[N:15][C:14]([C:26](O)=[O:27])=[CH:13]3)=[CH:7][CH:6]=1)([CH3:4])([CH3:3])[CH3:2].CN(C(ON1N=NC2C=CC=CC1=2)=[N+](C)C)C.F[P-](F)(F)(F)(F)F.[CH3:55][O:56][C:57](=[O:64])[C@H:58]([C:60]([CH3:63])([CH3:62])[CH3:61])[NH2:59].CCN(C(C)C)C(C)C, predict the reaction product. The product is: [CH3:55][O:56][C:57](=[O:64])[C@@H:58]([NH:59][C:26]([C:14]1[N:15]=[C:16]([CH2:20][CH:21]2[CH2:22][CH2:23][CH2:24][CH2:25]2)[C:17]2[C:12]([CH:13]=1)=[CH:11][C:10]([O:9][C:8]1[CH:29]=[CH:30][C:5]([C:1]([CH3:3])([CH3:4])[CH3:2])=[CH:6][CH:7]=1)=[CH:19][CH:18]=2)=[O:27])[C:60]([CH3:63])([CH3:62])[CH3:61]. (2) Given the reactants [CH2:1]([O:8][C:9](=[O:32])[C@@H:10]([NH:24][C:25]([O:27][C:28]([CH3:31])([CH3:30])[CH3:29])=[O:26])[CH2:11][CH2:12][C:13]1[NH:17][C:16]2[CH:18]=[C:19]([CH3:23])[C:20]([CH3:22])=[CH:21][C:15]=2[N:14]=1)[C:2]1[CH:7]=[CH:6][CH:5]=[CH:4][CH:3]=1.[N+:33]([C:36]1[CH:37]=[C:38](B(O)O)[CH:39]=[CH:40][CH:41]=1)([O-:35])=[O:34].N1C=CC=CC=1, predict the reaction product. The product is: [CH2:1]([O:8][C:9](=[O:32])[C@@H:10]([NH:24][C:25]([O:27][C:28]([CH3:29])([CH3:31])[CH3:30])=[O:26])[CH2:11][CH2:12][C:13]1[N:17]([C:40]2[CH:39]=[CH:38][CH:37]=[C:36]([N+:33]([O-:35])=[O:34])[CH:41]=2)[C:16]2[CH:18]=[C:19]([CH3:23])[C:20]([CH3:22])=[CH:21][C:15]=2[N:14]=1)[C:2]1[CH:7]=[CH:6][CH:5]=[CH:4][CH:3]=1. (3) Given the reactants [F:1][CH:2]([F:11])[C:3]([C:5]1[CH:10]=[CH:9][CH:8]=[CH:7][CH:6]=1)=[O:4].Br[C:13]1[CH:22]=[CH:21][CH:20]=[C:19]2[C:14]=1[CH:15]=[CH:16][N:17]=[CH:18]2.ClC1C=CC=C2C=1C=CN=C2, predict the reaction product. The product is: [F:1][C:2]([F:11])([C:13]1[CH:22]=[CH:21][CH:20]=[C:19]2[C:14]=1[CH:15]=[CH:16][N:17]=[CH:18]2)[C:3]([C:5]1[CH:6]=[CH:7][CH:8]=[CH:9][CH:10]=1)=[O:4].